From a dataset of Forward reaction prediction with 1.9M reactions from USPTO patents (1976-2016). Predict the product of the given reaction. (1) Given the reactants [CH3:1][N:2]([CH3:16])[CH2:3][CH2:4][N:5]1[C:13]2[C:8](=[CH:9][C:10]([NH2:14])=[CH:11][CH:12]=2)[CH:7]=[C:6]1[CH3:15].I.CS[C:20]([C:22]1[S:23][CH:24]=[CH:25][CH:26]=1)=[NH:21], predict the reaction product. The product is: [CH3:1][N:2]([CH3:16])[CH2:3][CH2:4][N:5]1[C:13]2[C:8](=[CH:9][C:10]([NH:14][C:20]([C:22]3[S:23][CH:24]=[CH:25][CH:26]=3)=[NH:21])=[CH:11][CH:12]=2)[CH:7]=[C:6]1[CH3:15]. (2) Given the reactants [CH2:1]([O:8][C:9]([C:11]1[CH:20]=[C:19]([O:21][CH2:22][C:23]2[CH:28]=[CH:27][CH:26]=[CH:25][CH:24]=2)[C:18]2[C:13](=[C:14]([NH2:29])[CH:15]=[CH:16][CH:17]=2)[N:12]=1)=[O:10])[C:2]1[CH:7]=[CH:6][CH:5]=[CH:4][CH:3]=1.[I:30]I, predict the reaction product. The product is: [CH2:1]([O:8][C:9]([C:11]1[CH:20]=[C:19]([O:21][CH2:22][C:23]2[CH:28]=[CH:27][CH:26]=[CH:25][CH:24]=2)[C:18]2[C:13](=[C:14]([NH2:29])[C:15]([I:30])=[CH:16][CH:17]=2)[N:12]=1)=[O:10])[C:2]1[CH:7]=[CH:6][CH:5]=[CH:4][CH:3]=1. (3) Given the reactants C(OC([N:8]1[CH2:14][CH2:13][CH2:12][N:11]([CH2:15][C:16]2[NH:27][C:26]3[C:28]4[C:22]([C:23](=[O:29])[NH:24][N:25]=3)=[CH:21][CH:20]=[CH:19][C:18]=4[N:17]=2)[CH2:10][CH2:9]1)=O)(C)(C)C.C(O)(C(F)(F)F)=O, predict the reaction product. The product is: [N:11]1([CH2:15][C:16]2[NH:27][C:26]3[C:28]4[C:22]([C:23](=[O:29])[NH:24][N:25]=3)=[CH:21][CH:20]=[CH:19][C:18]=4[N:17]=2)[CH2:12][CH2:13][CH2:14][NH:8][CH2:9][CH2:10]1. (4) Given the reactants [C:1]([O:5][C:6]([N:8]1[C:17]2[C:12](=[CH:13][C:14]([O:18][CH2:19][CH2:20][CH2:21][CH2:22]Br)=[CH:15][CH:16]=2)[CH2:11][CH2:10][CH2:9]1)=[O:7])([CH3:4])([CH3:3])[CH3:2].[CH2:24]([NH:26][CH2:27][CH3:28])[CH3:25], predict the reaction product. The product is: [C:1]([O:5][C:6]([N:8]1[C:17]2[C:12](=[CH:13][C:14]([O:18][CH2:19][CH2:20][CH2:21][CH2:22][N:26]([CH2:27][CH3:28])[CH2:24][CH3:25])=[CH:15][CH:16]=2)[CH2:11][CH2:10][CH2:9]1)=[O:7])([CH3:4])([CH3:3])[CH3:2]. (5) Given the reactants [Br:1][C:2]1[CH:3]=[CH:4][C:5]([O:25][CH3:26])=[C:6]([CH:24]=1)[CH2:7][NH:8][CH:9]1[CH2:14][CH2:13][CH:12]([N:15]([CH3:23])[C:16](=[O:22])[O:17][C:18]([CH3:21])([CH3:20])[CH3:19])[CH2:11][CH2:10]1.[Cl:27][C:28]1[C:29]2[C:39]([F:40])=[CH:38][CH:37]=[C:36]([F:41])[C:30]=2[S:31][C:32]=1[C:33](Cl)=[O:34], predict the reaction product. The product is: [Br:1][C:2]1[CH:3]=[CH:4][C:5]([O:25][CH3:26])=[C:6]([CH:24]=1)[CH2:7][N:8]([C:33]([C:32]1[S:31][C:30]2[C:36]([F:41])=[CH:37][CH:38]=[C:39]([F:40])[C:29]=2[C:28]=1[Cl:27])=[O:34])[CH:9]1[CH2:10][CH2:11][CH:12]([N:15]([CH3:23])[C:16](=[O:22])[O:17][C:18]([CH3:20])([CH3:21])[CH3:19])[CH2:13][CH2:14]1. (6) Given the reactants [F:1][C:2]([C@@H:5]1[N:10]2[C:11]3[C:20]4[C:15](=[CH:16][CH:17]=[CH:18][CH:19]=4)[N:14]=[C:13]([NH2:21])[C:12]=3[N:22]=[C:9]2[CH2:8][O:7][CH2:6]1)([CH3:4])[CH3:3], predict the reaction product. The product is: [F:1][C:2]([C@@H:5]1[N:10]2[C:11]3[C:20]4[CH2:19][CH2:18][CH2:17][CH2:16][C:15]=4[N:14]=[C:13]([NH2:21])[C:12]=3[N:22]=[C:9]2[CH2:8][O:7][CH2:6]1)([CH3:3])[CH3:4].